From a dataset of Full USPTO retrosynthesis dataset with 1.9M reactions from patents (1976-2016). Predict the reactants needed to synthesize the given product. (1) Given the product [CH3:16][N:5]1[CH:4]=[C:3]2[C:7]([CH:8]=[C:9]([C:11]([O:13][CH2:14][CH3:15])=[O:12])[CH:10]=[C:2]2[O:1][C:24]2[CH:29]=[CH:28][C:27]([S:30]([CH3:33])(=[O:31])=[O:32])=[CH:26][C:25]=2[C:34]([F:35])([F:37])[F:36])=[N:6]1, predict the reactants needed to synthesize it. The reactants are: [OH:1][C:2]1[C:3]2[C:7]([CH:8]=[C:9]([C:11]([O:13][CH2:14][CH3:15])=[O:12])[CH:10]=1)=[N:6][N:5]([CH3:16])[CH:4]=2.C(=O)([O-])[O-].[Cs+].[Cs+].Cl[C:24]1[CH:29]=[CH:28][C:27]([S:30]([CH3:33])(=[O:32])=[O:31])=[CH:26][C:25]=1[C:34]([F:37])([F:36])[F:35]. (2) The reactants are: Cl[C:2]1[C:3]2[S:20][C:19]([NH2:21])=[N:18][C:4]=2[N:5]=[C:6]([S:8][CH2:9][C:10]2[CH:15]=[CH:14][CH:13]=[C:12]([F:16])[C:11]=2[F:17])[N:7]=1.[NH2:22][CH2:23][CH2:24][O:25][CH2:26][CH2:27][OH:28]. Given the product [NH2:21][C:19]1[S:20][C:3]2[C:2]([NH:22][CH2:23][CH2:24][O:25][CH2:26][CH2:27][OH:28])=[N:7][C:6]([S:8][CH2:9][C:10]3[CH:15]=[CH:14][CH:13]=[C:12]([F:16])[C:11]=3[F:17])=[N:5][C:4]=2[N:18]=1, predict the reactants needed to synthesize it. (3) Given the product [C:9]1([C:2]2[CH:6]=[CH:5][O:4][C:3]=2[CH:7]=[O:8])[CH:14]=[CH:13][CH:12]=[CH:11][CH:10]=1, predict the reactants needed to synthesize it. The reactants are: Br[C:2]1[CH:6]=[CH:5][O:4][C:3]=1[CH:7]=[O:8].[C:9]1(B(O)O)[CH:14]=[CH:13][CH:12]=[CH:11][CH:10]=1.C(=O)([O-])[O-].[K+].[K+].C1C=CC(P(C2C=CC=CC=2)C2C=CC=CC=2)=CC=1.